Dataset: Peptide-MHC class I binding affinity with 185,985 pairs from IEDB/IMGT. Task: Regression. Given a peptide amino acid sequence and an MHC pseudo amino acid sequence, predict their binding affinity value. This is MHC class I binding data. (1) The peptide sequence is EEGIIPDWQDY. The MHC is Mamu-B01 with pseudo-sequence Mamu-B01. The binding affinity (normalized) is 0. (2) The peptide sequence is ATKRYPGVMY. The MHC is HLA-A31:01 with pseudo-sequence HLA-A31:01. The binding affinity (normalized) is 0.0941. (3) The peptide sequence is LMQGSTLPR. The MHC is HLA-A68:01 with pseudo-sequence HLA-A68:01. The binding affinity (normalized) is 0.442. (4) The peptide sequence is KSLYNTIATLY. The MHC is HLA-A02:03 with pseudo-sequence HLA-A02:03. The binding affinity (normalized) is 0.0847. (5) The peptide sequence is IVFMWAIHH. The MHC is HLA-A11:01 with pseudo-sequence HLA-A11:01. The binding affinity (normalized) is 0.517. (6) The peptide sequence is FILLAIAMGL. The MHC is HLA-A24:02 with pseudo-sequence HLA-A24:02. The binding affinity (normalized) is 0.